This data is from Reaction yield outcomes from USPTO patents with 853,638 reactions. The task is: Predict the reaction yield, written as a fraction of the theoretical maximum amount of product (1.0 means a 100% yield; for example, 0.34 means a 34% yield). (1) The reactants are [C:1]([C:5]1[N:6]=[C:7]([NH:10][C:11]([C:13]2[CH:48]=[CH:47][N:16]3[C:17](=[O:46])[C:18](/[CH:37]=[CH:38]/[C:39]([O:41]C(C)(C)C)=[O:40])=[C:19]([N:21]4[CH2:26][CH2:25][CH2:24][C@@H:23]([O:27][C:28]([NH:30][CH2:31][CH2:32][CH2:33][N:34]([CH3:36])[CH3:35])=[O:29])[CH2:22]4)[N:20]=[C:15]3[CH:14]=2)=[O:12])[S:8][CH:9]=1)([CH3:4])([CH3:3])[CH3:2].Cl. The catalyst is O1CCOCC1. The product is [C:1]([C:5]1[N:6]=[C:7]([NH:10][C:11]([C:13]2[CH:48]=[CH:47][N:16]3[C:17](=[O:46])[C:18](/[CH:37]=[CH:38]/[C:39]([OH:41])=[O:40])=[C:19]([N:21]4[CH2:26][CH2:25][CH2:24][C@@H:23]([O:27][C:28]([NH:30][CH2:31][CH2:32][CH2:33][N:34]([CH3:35])[CH3:36])=[O:29])[CH2:22]4)[N:20]=[C:15]3[CH:14]=2)=[O:12])[S:8][CH:9]=1)([CH3:4])([CH3:2])[CH3:3]. The yield is 0.490. (2) The reactants are CO[C:3](=O)[NH:4][C:5]1[C:6]([Cl:15])=[N:7][C:8]([C:11]([F:14])([F:13])[F:12])=[CH:9][CH:10]=1.N1C=CC=C[CH:18]=1.ClC(OC)=O.NC1C(Cl)=NC(C(F)(F)F)=CC=1. The catalyst is ClCCl. The product is [Cl:15][C:6]1[N:7]=[C:8]([C:11]([F:14])([F:13])[F:12])[CH:9]=[C:10]2[CH:18]=[CH:3][NH:4][C:5]=12. The yield is 0.700.